Dataset: Reaction yield outcomes from USPTO patents with 853,638 reactions. Task: Predict the reaction yield, written as a fraction of the theoretical maximum amount of product (1.0 means a 100% yield; for example, 0.34 means a 34% yield). (1) The reactants are [N:1]1[C:10]2[C:5](=[CH:6][CH:7]=[CH:8][CH:9]=2)[CH:4]=[CH:3][C:2]=1[N:11]1[CH2:16][CH2:15][CH:14]([O:17][C:18]2[C:19]([N:24]3[CH2:29][CH2:28][CH:27]([OH:30])[CH2:26][CH2:25]3)=[N:20][CH:21]=[CH:22][N:23]=2)[CH2:13][CH2:12]1.[C:31]([O-])([O-])=O.[Cs+].[Cs+].IC. The catalyst is C(#N)C. The product is [CH3:31][O:30][CH:27]1[CH2:28][CH2:29][N:24]([C:19]2[C:18]([O:17][CH:14]3[CH2:13][CH2:12][N:11]([C:2]4[CH:3]=[CH:4][C:5]5[C:10](=[CH:9][CH:8]=[CH:7][CH:6]=5)[N:1]=4)[CH2:16][CH2:15]3)=[N:23][CH:22]=[CH:21][N:20]=2)[CH2:25][CH2:26]1. The yield is 0.780. (2) The reactants are C([O:3][C:4]([C:6]1[CH:7]=[N:8][N:9]([C:11]2[NH:15][C:14]3[CH:16]=[C:17]([Cl:28])[C:18]([S:20][C:21]4[CH:22]=[C:23]([CH3:27])[CH:24]=[CH:25][CH:26]=4)=[CH:19][C:13]=3[N:12]=2)[CH:10]=1)=[O:5])C.C1COCC1.O[Li].O. The catalyst is O. The product is [Cl:28][C:17]1[C:18]([S:20][C:21]2[CH:22]=[C:23]([CH3:27])[CH:24]=[CH:25][CH:26]=2)=[CH:19][C:13]2[N:12]=[C:11]([N:9]3[CH:10]=[C:6]([C:4]([OH:5])=[O:3])[CH:7]=[N:8]3)[NH:15][C:14]=2[CH:16]=1. The yield is 0.890. (3) The reactants are [OH-].[Li+].[C:3]([CH2:5]P(=O)(OCC)OCC)#[N:4].[C:14]([C:18]1[CH:44]=[CH:43][C:21]([CH2:22][O:23][C:24]2[CH:29]=[CH:28][C:27]([C:30]3[CH:35]=[CH:34][C:33]([O:36][C:37]([F:40])([F:39])[F:38])=[CH:32][CH:31]=3)=[CH:26][C:25]=2[CH:41]=O)=[CH:20][CH:19]=1)([CH3:17])([CH3:16])[CH3:15].Cl. The catalyst is O1CCCC1. The product is [C:14]([C:18]1[CH:44]=[CH:43][C:21]([CH2:22][O:23][C:24]2[CH:29]=[CH:28][C:27]([C:30]3[CH:31]=[CH:32][C:33]([O:36][C:37]([F:39])([F:40])[F:38])=[CH:34][CH:35]=3)=[CH:26][C:25]=2[CH:41]=[CH:5][C:3]#[N:4])=[CH:20][CH:19]=1)([CH3:16])([CH3:17])[CH3:15]. The yield is 0.700.